From a dataset of Catalyst prediction with 721,799 reactions and 888 catalyst types from USPTO. Predict which catalyst facilitates the given reaction. (1) Reactant: C([N:8]1[CH2:13][CH2:12][N:11]([C:14]2[N:19]=[CH:18][C:17]([C:20]([F:23])([F:22])[F:21])=[CH:16][N:15]=2)[CH2:10][CH2:9]1)C1C=CC=CC=1. Product: [N:11]1([C:14]2[N:15]=[CH:16][C:17]([C:20]([F:22])([F:21])[F:23])=[CH:18][N:19]=2)[CH2:12][CH2:13][NH:8][CH2:9][CH2:10]1. The catalyst class is: 5. (2) Reactant: [Cl:1][C:2]1[CH:3]=[C:4]([C:24]#[C:25][CH2:26][N:27]2[CH2:32][CH2:31][N:30]([CH3:33])[CH2:29][CH2:28]2)[CH:5]=[C:6]2[C:10]=1[C:9](=[O:11])[N:8]([CH2:12][C:13]1[CH:18]=[CH:17][C:16]([O:19][C:20]([F:23])([F:22])[F:21])=[CH:15][CH:14]=1)[CH2:7]2.[H][H].C(Cl)(Cl)Cl.CO. Product: [Cl:1][C:2]1[CH:3]=[C:4]([CH2:24][CH2:25][CH2:26][N:27]2[CH2:32][CH2:31][N:30]([CH3:33])[CH2:29][CH2:28]2)[CH:5]=[C:6]2[C:10]=1[C:9](=[O:11])[N:8]([CH2:12][C:13]1[CH:14]=[CH:15][C:16]([O:19][C:20]([F:23])([F:22])[F:21])=[CH:17][CH:18]=1)[CH2:7]2. The catalyst class is: 178. (3) Reactant: [CH3:1][NH:2][C:3]1[CH:4]=[C:5]([CH:8]=[CH:9][CH:10]=1)[C:6]#[N:7].Br[CH2:12][CH2:13][OH:14].C([O-])([O-])=O.[Ca+2]. Product: [OH:14][CH2:13][CH2:12][N:2]([CH3:1])[C:3]1[CH:4]=[C:5]([CH:8]=[CH:9][CH:10]=1)[C:6]#[N:7]. The catalyst class is: 6. (4) Reactant: [F:1][C:2]1[CH:7]=[C:6]([O:8][C:9]([F:12])([F:11])[F:10])[CH:5]=[CH:4][C:3]=1[C@@H:13]([NH:15][S@](C(C)(C)C)=O)[CH3:14].[ClH:22]. Product: [F:1][C:2]1[CH:7]=[C:6]([O:8][C:9]([F:11])([F:12])[F:10])[CH:5]=[CH:4][C:3]=1[C@@H:13]([NH2:15])[CH3:14].[ClH:22]. The catalyst class is: 5. (5) Reactant: Cl[C:2]1[N:3]=[N:4][CH:5]=[C:6]([C:8]2[N:9]([CH3:13])[CH:10]=[CH:11][N:12]=2)[CH:7]=1.O.[NH2:15][NH2:16]. Product: [CH3:13][N:9]1[CH:10]=[CH:11][N:12]=[C:8]1[C:6]1[CH:7]=[C:2]([NH:15][NH2:16])[N:3]=[N:4][CH:5]=1. The catalyst class is: 32. (6) Reactant: N#N.[CH3:3][C:4]1([C:9]2[N:14]=[C:13]([CH2:15]OS(C)(=O)=O)[CH:12]=[CH:11][CH:10]=2)[O:8][CH2:7][CH2:6][O:5]1.[N+:21]([C:24]1[CH:25]=[N:26][NH:27][CH:28]=1)([O-:23])=[O:22].C([O-])([O-])=O.[K+].[K+].[I-]. Product: [CH3:3][C:4]1([C:9]2[CH:10]=[CH:11][CH:12]=[C:13]([CH2:15][N:26]3[CH:25]=[C:24]([N+:21]([O-:23])=[O:22])[CH:28]=[N:27]3)[N:14]=2)[O:5][CH2:6][CH2:7][O:8]1. The catalyst class is: 21. (7) Reactant: [OH:1][C:2]1[CH:11]=[C:10]2[C:5]([C:6]([O:12][C:13]3[CH:14]=[C:15]4[C:19](=[CH:20][CH:21]=3)[NH:18][C:17]([CH3:22])=[CH:16]4)=[N:7][CH:8]=[N:9]2)=[CH:4][C:3]=1[O:23][CH3:24].C(=O)([O-])[O-].[K+].[K+].[CH2:31]([CH:33]1[O:35][CH2:34]1)Br. Product: [O:35]1[CH2:34][CH:33]1[CH2:31][O:1][C:2]1[CH:11]=[C:10]2[C:5]([C:6]([O:12][C:13]3[CH:14]=[C:15]4[C:19](=[CH:20][CH:21]=3)[NH:18][C:17]([CH3:22])=[CH:16]4)=[N:7][CH:8]=[N:9]2)=[CH:4][C:3]=1[O:23][CH3:24]. The catalyst class is: 3. (8) Reactant: [OH:1][NH:2][C:3](=[NH:6])[CH2:4][OH:5].[F:7][C:8]1[CH:16]=[CH:15][C:11]([C:12](Cl)=O)=[CH:10][CH:9]=1.N1C=CC=C[CH:18]=1. Product: [F:7][C:8]1[CH:16]=[CH:15][C:11]([C:12]2[O:1][N:2]=[C:3]([CH:4]([OH:5])[CH3:18])[N:6]=2)=[CH:10][CH:9]=1. The catalyst class is: 2. (9) Reactant: [C:1]([C:3]1[CH:8]=[CH:7][C:6]([O:9][CH3:10])=[CH:5][CH:4]=1)#[CH:2].O. Product: [CH2:1]([C:3]1[CH:8]=[CH:7][C:6]([O:9][CH3:10])=[CH:5][CH:4]=1)[CH3:2]. The catalyst class is: 13. (10) Reactant: [Cl:1][C:2]1[NH:3][C:4]([C:13]2[CH:18]=[CH:17][CH:16]=[CH:15][CH:14]=2)=[C:5]([F:12])[C:6]=1[C:7]([O:9][CH2:10][CH3:11])=[O:8].[H-].[Na+].C1OCCOCCOCCOCCOC1.[C:36]1([S:42](Cl)(=[O:44])=[O:43])[CH:41]=[CH:40][CH:39]=[CH:38][CH:37]=1. Product: [Cl:1][C:2]1[N:3]([S:42]([C:36]2[CH:41]=[CH:40][CH:39]=[CH:38][CH:37]=2)(=[O:44])=[O:43])[C:4]([C:13]2[CH:18]=[CH:17][CH:16]=[CH:15][CH:14]=2)=[C:5]([F:12])[C:6]=1[C:7]([O:9][CH2:10][CH3:11])=[O:8]. The catalyst class is: 334.